Dataset: Reaction yield outcomes from USPTO patents with 853,638 reactions. Task: Predict the reaction yield, written as a fraction of the theoretical maximum amount of product (1.0 means a 100% yield; for example, 0.34 means a 34% yield). (1) The reactants are [I:1][C:2]1[CH:3]=[C:4]2[C:8](=[CH:9][CH:10]=1)[NH:7][N:6]=[CH:5]2.[CH3:11][O:12][CH:13]([O:16][CH3:17])[CH2:14]Br.C([O-])([O-])=O.[Cs+].[Cs+]. The catalyst is CS(C)=O.O.CCOC(C)=O. The product is [CH3:11][O:12][CH:13]([O:16][CH3:17])[CH2:14][N:7]1[C:8]2[C:4](=[CH:3][C:2]([I:1])=[CH:10][CH:9]=2)[CH:5]=[N:6]1. The yield is 0.460. (2) The reactants are [OH:1][C:2]12[C:13]3[C:8](=[C:9]([N+:14]([O-])=O)[CH:10]=[CH:11][CH:12]=3)[C:7](=[O:17])[C:6]1([NH:18][C:19](=[O:30])[C:20]1[CH:25]=[C:24]([C:26]([F:29])([F:28])[F:27])[CH:23]=[CH:22][N:21]=1)[C:5]1[CH:31]=[CH:32][C:33]([CH:35]([CH3:37])[CH3:36])=[CH:34][C:4]=1[O:3]2.C(O)C. The catalyst is Cl.[Fe].O. The product is [NH2:14][C:9]1[CH:10]=[CH:11][CH:12]=[C:13]2[C:8]=1[C:7](=[O:17])[C:6]1([NH:18][C:19](=[O:30])[C:20]3[CH:25]=[C:24]([C:26]([F:29])([F:28])[F:27])[CH:23]=[CH:22][N:21]=3)[C:5]3[CH:31]=[CH:32][C:33]([CH:35]([CH3:37])[CH3:36])=[CH:34][C:4]=3[O:3][C:2]12[OH:1]. The yield is 0.420. (3) The reactants are Br[CH2:2][C:3]1[CH:8]=[CH:7][C:6]([O:9][CH:10]([F:12])[F:11])=[CH:5][CH:4]=1.[CH2:13]([NH:20][C:21]([C:23]1[S:24][C:25]([N:29]2[CH:34]=[CH:33][C:32]([OH:35])=[CH:31][C:30]2=[O:36])=[CH:26][C:27]=1[CH3:28])=[O:22])[C:14]1[CH:19]=[CH:18][CH:17]=[CH:16][CH:15]=1. No catalyst specified. The product is [CH2:13]([NH:20][C:21]([C:23]1[S:24][C:25]([N:29]2[CH:34]=[CH:33][C:32]([O:35][CH2:2][C:3]3[CH:8]=[CH:7][C:6]([O:9][CH:10]([F:12])[F:11])=[CH:5][CH:4]=3)=[CH:31][C:30]2=[O:36])=[CH:26][C:27]=1[CH3:28])=[O:22])[C:14]1[CH:15]=[CH:16][CH:17]=[CH:18][CH:19]=1. The yield is 0.350. (4) The reactants are Cl[C:2]1[C:11]([N+:12]([O-:14])=[O:13])=[CH:10][C:5]([C:6]([O:8][CH3:9])=[O:7])=[CH:4][N:3]=1.[CH3:15][NH:16][CH2:17][C:18]([O:20][CH3:21])=[O:19]. The yield is 0.990. The product is [CH3:21][O:20][C:18](=[O:19])[CH2:17][N:16]([CH3:15])[C:2]1[C:11]([N+:12]([O-:14])=[O:13])=[CH:10][C:5]([C:6]([O:8][CH3:9])=[O:7])=[CH:4][N:3]=1. The catalyst is ClCCl. (5) The reactants are [Cl:1][CH2:2][C:3]1[N:7]=[C:6]([C:8]2[CH:13]=[CH:12][CH:11]=[C:10]([O:14][CH3:15])[CH:9]=2)[O:5][N:4]=1.[C:16]1([C@@H:22]([NH:34][C:35]2[CH:40]=[CH:39][CH:38]=[CH:37][CH:36]=2)[C:23]([O:25][C@@H:26]2[CH:31]3[CH2:32][CH2:33][N:28]([CH2:29][CH2:30]3)[CH2:27]2)=[O:24])[CH:21]=[CH:20][CH:19]=[CH:18][CH:17]=1. The catalyst is C(#N)C. The product is [Cl-:1].[CH3:15][O:14][C:10]1[CH:9]=[C:8]([C:6]2[O:5][N:4]=[C:3]([CH2:2][N+:28]34[CH2:29][CH2:30][CH:31]([CH2:32][CH2:33]3)[C@@H:26]([O:25][C:23](=[O:24])[C@@H:22]([C:16]3[CH:21]=[CH:20][CH:19]=[CH:18][CH:17]=3)[NH:34][C:35]3[CH:40]=[CH:39][CH:38]=[CH:37][CH:36]=3)[CH2:27]4)[N:7]=2)[CH:13]=[CH:12][CH:11]=1. The yield is 0.990. (6) The reactants are [CH3:1][O:2][C:3]1[C:8]2[N:9]=[C:10]([C:12](=[S:14])[NH2:13])[S:11][C:7]=2[C:6]([N:15]2[CH2:20][CH2:19][O:18][CH2:17][CH2:16]2)=[CH:5][CH:4]=1.[I:21][CH3:22]. The catalyst is O1CCCC1. The product is [IH:21].[CH3:22][S:14][C:12]([C:10]1[S:11][C:7]2[C:6]([N:15]3[CH2:16][CH2:17][O:18][CH2:19][CH2:20]3)=[CH:5][CH:4]=[C:3]([O:2][CH3:1])[C:8]=2[N:9]=1)=[NH:13]. The yield is 0.510. (7) The reactants are [Cl-].[CH3:2][O:3][CH2:4][P+](C1C=CC=CC=1)(C1C=CC=CC=1)C1C=CC=CC=1.CC(C)([O-])C.[K+].[O:30]1[C:34]2([CH2:39][CH2:38][CH:37]([CH:40]3[CH2:45][CH2:44][C:43](=O)[CH2:42][CH2:41]3)[CH2:36][CH2:35]2)[O:33][CH2:32][CH2:31]1. The catalyst is C1COCC1. The product is [CH3:2][O:3][CH:4]=[C:43]1[CH2:44][CH2:45][CH:40]([CH:37]2[CH2:38][CH2:39][C:34]3([O:33][CH2:32][CH2:31][O:30]3)[CH2:35][CH2:36]2)[CH2:41][CH2:42]1. The yield is 0.760. (8) The reactants are [F:1][C:2]([F:12])([F:11])[C:3]1[CH:8]=[CH:7][CH:6]=[CH:5][C:4]=1[NH:9][NH2:10].C(O[CH:16]=[C:17]([C:20]#[N:21])[C:18]#[N:19])C. The catalyst is CO. The product is [NH2:21][C:20]1[N:9]([C:4]2[CH:5]=[CH:6][CH:7]=[CH:8][C:3]=2[C:2]([F:11])([F:12])[F:1])[N:10]=[CH:16][C:17]=1[C:18]#[N:19]. The yield is 1.00. (9) The reactants are C[O:2][C:3](=[O:34])[CH2:4][NH:5][C:6]([C:8]1[S:9][C:10]([C:14]([CH2:32][CH3:33])([C:17]2[CH:22]=[CH:21][C:20]([O:23][CH2:24][C:25]([CH2:29][CH3:30])([OH:28])[CH2:26][CH3:27])=[C:19]([CH3:31])[CH:18]=2)[CH2:15][CH3:16])=[CH:11][C:12]=1[CH3:13])=[O:7].[OH-].[Na+].Cl. The catalyst is CO.O. The product is [CH2:15]([C:14]([C:10]1[S:9][C:8]([C:6]([NH:5][CH2:4][C:3]([OH:34])=[O:2])=[O:7])=[C:12]([CH3:13])[CH:11]=1)([C:17]1[CH:22]=[CH:21][C:20]([O:23][CH2:24][C:25]([CH2:26][CH3:27])([OH:28])[CH2:29][CH3:30])=[C:19]([CH3:31])[CH:18]=1)[CH2:32][CH3:33])[CH3:16]. The yield is 0.740.